This data is from Full USPTO retrosynthesis dataset with 1.9M reactions from patents (1976-2016). The task is: Predict the reactants needed to synthesize the given product. Given the product [Br:3][C:4]1[C:8]2[N:9]=[C:10]([Cl:13])[N:11]=[CH:12][C:7]=2[N:6]([C:15]([C:16]2[CH:21]=[CH:20][CH:19]=[CH:18][CH:17]=2)([C:28]2[CH:29]=[CH:30][CH:31]=[CH:32][CH:33]=2)[C:22]2[CH:23]=[CH:24][CH:25]=[CH:26][CH:27]=2)[CH:5]=1, predict the reactants needed to synthesize it. The reactants are: [H-].[Na+].[Br:3][C:4]1[C:8]2[N:9]=[C:10]([Cl:13])[N:11]=[CH:12][C:7]=2[NH:6][CH:5]=1.Cl[C:15]([C:28]1[CH:33]=[CH:32][CH:31]=[CH:30][CH:29]=1)([C:22]1[CH:27]=[CH:26][CH:25]=[CH:24][CH:23]=1)[C:16]1[CH:21]=[CH:20][CH:19]=[CH:18][CH:17]=1.